From a dataset of Forward reaction prediction with 1.9M reactions from USPTO patents (1976-2016). Predict the product of the given reaction. (1) Given the reactants [Cl:1][C:2]1[CH:7]=[CH:6][C:5]([N:8]([C@H:12]2[C:21]3[C:16](=[CH:17][CH:18]=[CH:19][CH:20]=3)[N:15]([C:22](=[O:30])[C:23]3[CH:28]=[CH:27][C:26]([OH:29])=[CH:25][CH:24]=3)[C@@H:14]([CH3:31])[CH2:13]2)[C:9](=[O:11])[CH3:10])=[CH:4][CH:3]=1.C([O-])([O-])=O.[Cs+].[Cs+].Br[CH2:39][C:40]1[CH:41]=[C:42]([CH:47]=[CH:48][CH:49]=1)[C:43]([O:45][CH3:46])=[O:44], predict the reaction product. The product is: [CH3:46][O:45][C:43](=[O:44])[C:42]1[CH:47]=[CH:48][CH:49]=[C:40]([CH2:39][O:29][C:26]2[CH:25]=[CH:24][C:23]([C:22]([N:15]3[C:16]4[C:21](=[CH:20][CH:19]=[CH:18][CH:17]=4)[C@H:12]([N:8]([C:9](=[O:11])[CH3:10])[C:5]4[CH:4]=[CH:3][C:2]([Cl:1])=[CH:7][CH:6]=4)[CH2:13][C@@H:14]3[CH3:31])=[O:30])=[CH:28][CH:27]=2)[CH:41]=1. (2) Given the reactants [CH3:1][O:2][C:3]1[CH:8]=[CH:7][C:6]([C:9](O)=[O:10])=[CH:5][C:4]=1[B:12]([OH:14])[OH:13].[CH3:15][NH:16][CH3:17].O1CCCC1.O.O.ON1C2C=CC=CC=2N=N1.Cl.C(N=C=NCCCN(C)C)C.C(=O)(O)[O-].[Na+], predict the reaction product. The product is: [CH3:1][O:2][C:3]1[CH:8]=[CH:7][C:6]([C:9](=[O:10])[N:16]([CH3:17])[CH3:15])=[CH:5][C:4]=1[B:12]([OH:14])[OH:13]. (3) Given the reactants [Br:1][C:2]1[CH:7]=[CH:6][C:5]([C:8]2[O:12][N:11]=[C:10]([CH3:13])[C:9]=2[NH2:14])=[CH:4][CH:3]=1.[Cl:15][C:16]1[CH:17]=[C:18]([CH2:22][CH2:23][C:24](=O)[CH3:25])[CH:19]=[CH:20][CH:21]=1, predict the reaction product. The product is: [Br:1][C:2]1[CH:3]=[CH:4][C:5]([C:8]2[O:12][N:11]=[C:10]([CH3:13])[C:9]=2[NH:14][CH:24]([CH3:25])[CH2:23][CH2:22][C:18]2[CH:19]=[CH:20][CH:21]=[C:16]([Cl:15])[CH:17]=2)=[CH:6][CH:7]=1. (4) Given the reactants [CH2:1]([O:3][C:4]([C:6]1[NH:7][CH:8]=[CH:9][C:10]=1[NH2:11])=[O:5])[CH3:2].Br[C:13]1[CH:14]=[C:15]([Cl:19])[CH:16]=[CH:17][CH:18]=1.C1C=CC(P(C2C(C3C(P(C4C=CC=CC=4)C4C=CC=CC=4)=CC=C4C=3C=CC=C4)=C3C(C=CC=C3)=CC=2)C2C=CC=CC=2)=CC=1.C(=O)([O-])[O-].[Cs+].[Cs+], predict the reaction product. The product is: [Cl:19][C:15]1[CH:14]=[C:13]([NH:11][C:10]2[CH:9]=[CH:8][NH:7][C:6]=2[C:4]([O:3][CH2:1][CH3:2])=[O:5])[CH:18]=[CH:17][CH:16]=1. (5) Given the reactants [CH3:1][O:2][C:3]1[CH:4]=[C:5]2[C:14](=[CH:15][CH:16]=1)[C:13](=[O:17])[CH2:12][CH:11]1[CH:6]2[CH2:7][CH2:8][CH2:9][CH2:10]1.CC(OC(C)=O)=O.[N+:25]([O-])([OH:27])=[O:26].C(O)(=O)C, predict the reaction product. The product is: [CH3:1][O:2][C:3]1[C:4]([N+:25]([O-:27])=[O:26])=[C:5]2[C:14](=[CH:15][CH:16]=1)[C:13](=[O:17])[CH2:12][CH:11]1[CH:6]2[CH2:7][CH2:8][CH2:9][CH2:10]1.